From a dataset of Full USPTO retrosynthesis dataset with 1.9M reactions from patents (1976-2016). Predict the reactants needed to synthesize the given product. (1) Given the product [Br:1][C:2]1[CH:3]=[C:4]([CH3:10])[C:5]([CH2:8][O:9][Si:22]([C:18]([CH3:21])([CH3:20])[CH3:19])([CH3:24])[CH3:23])=[N:6][CH:7]=1, predict the reactants needed to synthesize it. The reactants are: [Br:1][C:2]1[CH:3]=[C:4]([CH3:10])[C:5]([CH2:8][OH:9])=[N:6][CH:7]=1.C(N(CC)CC)C.[C:18]([Si:22](Cl)([CH3:24])[CH3:23])([CH3:21])([CH3:20])[CH3:19]. (2) Given the product [Cl:25][C:5]1[CH:4]=[C:3]([S:7]([NH2:10])(=[O:9])=[O:8])[CH:2]=[N:1][C:6]=1[O:29][CH2:26][C:12]1([F:17])[CH2:3][CH2:2][N:1]([C:21](=[O:22])[CH2:20][N:19]([CH3:24])[CH3:18])[CH2:6][CH2:13]1, predict the reactants needed to synthesize it. The reactants are: [N:1]1[CH:6]=[CH:5][CH:4]=[C:3]([S:7]([NH2:10])(=[O:9])=[O:8])[CH:2]=1.F[C:12]([F:17])(F)[C:13](O)=O.[CH3:18][N:19]([CH3:24])[CH2:20][C:21](Cl)=[O:22].[ClH:25].[C:26](=[O:29])([O-])[O-].[Na+].[Na+]. (3) The reactants are: [OH:1][CH2:2][C@H:3]1[CH2:7][CH2:6][CH2:5][N:4]1[C:8]([O:10][C:11]([CH3:14])([CH3:13])[CH3:12])=[O:9].C([O-])([O-])=O.[Cs+].[Cs+].Cl[C:22]1[C:31]2[C:26](=[CH:27][CH:28]=[CH:29][CH:30]=2)[CH:25]=[C:24]([C:32]#[N:33])[N:23]=1. Given the product [C:32]([C:24]1[N:23]=[C:22]([O:1][CH2:2][C@H:3]2[CH2:7][CH2:6][CH2:5][N:4]2[C:8]([O:10][C:11]([CH3:14])([CH3:13])[CH3:12])=[O:9])[C:31]2[C:26]([CH:25]=1)=[CH:27][CH:28]=[CH:29][CH:30]=2)#[N:33], predict the reactants needed to synthesize it. (4) Given the product [Cl:1][C:2]1[CH:3]=[C:4]([C:9]2[CH:14]=[CH:13][CH:12]=[CH:11][C:10]=2[NH:15][C:37]([C:35]2[C:34]([CH3:40])=[N:33][N:32]([CH3:31])[CH:36]=2)=[O:38])[CH:5]=[CH:6][C:7]=1[F:8], predict the reactants needed to synthesize it. The reactants are: [Cl:1][C:2]1[CH:3]=[C:4]([C:9]2[CH:14]=[CH:13][CH:12]=[CH:11][C:10]=2[NH2:15])[CH:5]=[CH:6][C:7]=1[F:8].O=C1N(P(Cl)(N2CCOC2=O)=O)CCO1.[CH3:31][N:32]1[CH:36]=[C:35]([C:37](O)=[O:38])[C:34]([CH3:40])=[N:33]1.C(N(CC)CC)C. (5) Given the product [Cl:14][C:15]1[C:16]([C:22]#[N:23])=[N:17][CH:18]=[C:19]([C:2]#[C:1][C:3]2[CH:8]=[CH:7][C:6]([O:9][CH2:10][O:11][CH3:12])=[CH:5][C:4]=2[CH3:13])[CH:20]=1, predict the reactants needed to synthesize it. The reactants are: [C:1]([C:3]1[CH:8]=[CH:7][C:6]([O:9][CH2:10][O:11][CH3:12])=[CH:5][C:4]=1[CH3:13])#[CH:2].[Cl:14][C:15]1[C:16]([C:22]#[N:23])=[N:17][CH:18]=[C:19](Cl)[CH:20]=1.C(N(CC)CC)C. (6) Given the product [CH3:1][O:2][C:3]1[CH:12]=[CH:11][C:10]2[C:5](=[CH:6][CH:7]=[C:8]([C:13]3[CH:18]=[CH:17][CH:16]=[C:15]([O:19][CH3:20])[CH:14]=3)[CH:9]=2)[C:4]=1[C:21]([NH:24][C:25]1[CH:30]=[CH:29][CH:28]=[CH:27][CH:26]=1)=[O:22], predict the reactants needed to synthesize it. The reactants are: [CH3:1][O:2][C:3]1[CH:12]=[CH:11][C:10]2[C:5](=[CH:6][CH:7]=[C:8]([C:13]3[CH:18]=[CH:17][CH:16]=[C:15]([O:19][CH3:20])[CH:14]=3)[CH:9]=2)[C:4]=1[C:21](O)=[O:22].[NH2:24][C:25]1[CH:30]=[CH:29][CH:28]=[CH:27][CH:26]=1. (7) Given the product [Cl:18][C:12]1[CH:13]=[CH:14][CH:15]=[C:16]([Cl:17])[C:11]=1[NH:10][C:8]([NH:7][C:5]1[S:6][C:2]([C:32]2[CH:31]=[CH:30][CH:29]=[C:28]([O:27][CH3:26])[CH:33]=2)=[CH:3][C:4]=1[C:19]([O:21][C:22]([CH3:25])([CH3:24])[CH3:23])=[O:20])=[O:9], predict the reactants needed to synthesize it. The reactants are: Br[C:2]1[S:6][C:5]([NH:7][C:8]([NH:10][C:11]2[C:16]([Cl:17])=[CH:15][CH:14]=[CH:13][C:12]=2[Cl:18])=[O:9])=[C:4]([C:19]([O:21][C:22]([CH3:25])([CH3:24])[CH3:23])=[O:20])[CH:3]=1.[CH3:26][O:27][C:28]1[CH:29]=[C:30](B(O)O)[CH:31]=[CH:32][CH:33]=1.C([O-])([O-])=O.[Na+].[Na+]. (8) The reactants are: [NH2:1][C:2]1[CH:6]=[C:5]([CH3:7])[NH:4][N:3]=1.CCN(CC)CC.[F:15][C:16]([F:27])([F:26])[C:17](O[C:17](=[O:18])[C:16]([F:27])([F:26])[F:15])=[O:18]. Given the product [F:15][C:16]([F:27])([F:26])[C:17]([NH:1][C:2]1[CH:6]=[C:5]([CH3:7])[NH:4][N:3]=1)=[O:18], predict the reactants needed to synthesize it.